Dataset: Full USPTO retrosynthesis dataset with 1.9M reactions from patents (1976-2016). Task: Predict the reactants needed to synthesize the given product. (1) Given the product [C:1]([N:4]1[CH2:9][CH2:8][CH:7]([NH:10][C:11](=[O:20])[C:12]2[CH:17]=[C:16]([F:18])[CH:15]=[N:14][C:13]=2[O:30][C:25]2[CH:26]=[CH:27][C:28]([CH3:29])=[C:23]([S:22][CH3:21])[CH:24]=2)[CH2:6][CH2:5]1)(=[O:3])[CH3:2], predict the reactants needed to synthesize it. The reactants are: [C:1]([N:4]1[CH2:9][CH2:8][CH:7]([NH:10][C:11](=[O:20])[C:12]2[CH:17]=[C:16]([F:18])[CH:15]=[N:14][C:13]=2Cl)[CH2:6][CH2:5]1)(=[O:3])[CH3:2].[CH3:21][S:22][C:23]1[CH:24]=[C:25]([OH:30])[CH:26]=[CH:27][C:28]=1[CH3:29].C(=O)([O-])[O-].[Cs+].[Cs+]. (2) Given the product [Cl:1][C:2]1[CH:3]=[C:4]([C:9]2([C:30]([F:33])([F:32])[F:31])[O:13][N:12]=[C:11]([C:14]3[CH:28]=[CH:27][C:17]([C:18]([NH:20][CH2:21][CH:22]=[N:37][O:36][CH3:35])=[O:19])=[C:16]([CH3:29])[CH:15]=3)[CH2:10]2)[CH:5]=[C:6]([Cl:8])[CH:7]=1, predict the reactants needed to synthesize it. The reactants are: [Cl:1][C:2]1[CH:3]=[C:4]([C:9]2([C:30]([F:33])([F:32])[F:31])[O:13][N:12]=[C:11]([C:14]3[CH:28]=[CH:27][C:17]([C:18]([NH:20][CH2:21][CH:22](OC)OC)=[O:19])=[C:16]([CH3:29])[CH:15]=3)[CH2:10]2)[CH:5]=[C:6]([Cl:8])[CH:7]=1.Cl.[CH3:35][O:36][NH2:37].C(OCC)(=O)C. (3) Given the product [CH3:15][C:16]1[C:20]([CH3:21])=[CH:19][NH:18][C:17]=1[CH:3]=[O:4], predict the reactants needed to synthesize it. The reactants are: CN(C)[CH:3]=[O:4].ClCCCl.P(Cl)(Cl)(Cl)=O.[CH3:15][C:16]1[C:20]([CH3:21])=[CH:19][NH:18][CH:17]=1. (4) Given the product [CH2:8]([C:7]1[C:6]([CH:20]=[O:21])=[CH:12][NH:11][N:10]=1)[CH3:9], predict the reactants needed to synthesize it. The reactants are: O=P(Cl)(Cl)Cl.[CH3:6][C:7](=[N:10][NH:11][C:12](N)=O)[CH2:8][CH3:9].[OH-].[Na+].CN([CH:20]=[O:21])C. (5) Given the product [Br:1][C:2]1[O:6][C:5]([CH2:7][O:13][CH2:14][CH3:15])=[C:4]([C:9]([O:11][CH3:12])=[O:10])[CH:3]=1, predict the reactants needed to synthesize it. The reactants are: [Br:1][C:2]1[O:6][C:5]([CH2:7]Br)=[C:4]([C:9]([O:11][CH3:12])=[O:10])[CH:3]=1.[O-:13][CH2:14][CH3:15].[Na+].C(O)C.O.Cl.